Dataset: Catalyst prediction with 721,799 reactions and 888 catalyst types from USPTO. Task: Predict which catalyst facilitates the given reaction. Reactant: C[O:2][C:3]1[N:4]=[CH:5][CH:6]=[C:7]2[C:11]([C:12]3[CH:17]=[CH:16][CH:15]=[CH:14][CH:13]=3)=[C:10]([C:18]3[CH:23]=[CH:22][C:21]([C:24]4([NH2:28])[CH2:27][CH2:26][CH2:25]4)=[CH:20][CH:19]=3)[O:9][C:8]=12.Cl. Product: [NH2:28][C:24]1([C:21]2[CH:20]=[CH:19][C:18]([C:10]3[O:9][C:8]4[C:3](=[O:2])[NH:4][CH:5]=[CH:6][C:7]=4[C:11]=3[C:12]3[CH:17]=[CH:16][CH:15]=[CH:14][CH:13]=3)=[CH:23][CH:22]=2)[CH2:25][CH2:26][CH2:27]1. The catalyst class is: 12.